From a dataset of Catalyst prediction with 721,799 reactions and 888 catalyst types from USPTO. Predict which catalyst facilitates the given reaction. (1) Reactant: [N+:1]([C:4]1[CH:5]=[C:6]([C:14]2[CH2:19][CH2:18][N:17]([C:20]([O:22][C:23]([CH3:26])([CH3:25])[CH3:24])=[O:21])[CH2:16][CH:15]=2)[CH:7]=[C:8]([C:10]([F:13])([F:12])[F:11])[CH:9]=1)([O-])=O. Product: [NH2:1][C:4]1[CH:5]=[C:6]([CH:14]2[CH2:15][CH2:16][N:17]([C:20]([O:22][C:23]([CH3:26])([CH3:25])[CH3:24])=[O:21])[CH2:18][CH2:19]2)[CH:7]=[C:8]([C:10]([F:12])([F:13])[F:11])[CH:9]=1. The catalyst class is: 29. (2) The catalyst class is: 31. Reactant: [Cl:1][C:2]1[C:7]([C:8]2([F:12])[CH2:11][O:10][CH2:9]2)=[CH:6][N:5]=[C:4]([C:13](=[N:15][OH:16])[NH2:14])[CH:3]=1.C([O-])([O-])=O.[K+].[K+].[C:23](Cl)(=O)[C:24]([CH3:27])([CH3:26])[CH3:25]. Product: [C:24]([C:27]1[O:16][N:15]=[C:13]([C:4]2[CH:3]=[C:2]([Cl:1])[C:7]([C:8]3([F:12])[CH2:9][O:10][CH2:11]3)=[CH:6][N:5]=2)[N:14]=1)([CH3:26])([CH3:25])[CH3:23]. (3) The catalyst class is: 43. Reactant: [N+:1]([C:4]1[CH:5]=[CH:6][C:7]([N:10]2[CH2:15][CH2:14][N:13]([C:16]([O:18][C:19]([CH3:22])([CH3:21])[CH3:20])=[O:17])[CH2:12][CH2:11]2)=[N:8][CH:9]=1)([O-])=O. Product: [NH2:1][C:4]1[CH:5]=[CH:6][C:7]([N:10]2[CH2:15][CH2:14][N:13]([C:16]([O:18][C:19]([CH3:22])([CH3:21])[CH3:20])=[O:17])[CH2:12][CH2:11]2)=[N:8][CH:9]=1. (4) Reactant: [CH3:1][C:2]1[S:6][C:5]([NH:7][C:8]([N:10]2[CH2:14][CH2:13][CH2:12][CH2:11]2)=[O:9])=[N:4][CH:3]=1.ClC1C=C2C(N=CC=C2)=C2C=1C=CC=N2.C(=O)([O-])[O-].[Cs+].[Cs+].Br[C:37]1[CH:42]=[CH:41][C:40]([S:43][CH3:44])=[CH:39][CH:38]=1.[OH-].[NH4+].O. Product: [CH3:1][C:2]1[S:6]/[C:5](=[N:7]\[C:8]([N:10]2[CH2:14][CH2:13][CH2:12][CH2:11]2)=[O:9])/[N:4]([C:37]2[CH:42]=[CH:41][C:40]([S:43][CH3:44])=[CH:39][CH:38]=2)[CH:3]=1. The catalyst class is: 60. (5) Reactant: [F:1][C:2]1[CH:10]=[CH:9][C:5]([C:6](Cl)=[O:7])=[CH:4][CH:3]=1.[NH2:11][C:12]1[S:13][CH:14]=[C:15]([C:17]2[CH:22]=[CH:21][C:20]([Cl:23])=[CH:19][CH:18]=2)[N:16]=1.N1C=CC=CC=1. Product: [Cl:23][C:20]1[CH:19]=[CH:18][C:17]([C:15]2[N:16]=[C:12]([NH:11][C:6](=[O:7])[C:5]3[CH:9]=[CH:10][C:2]([F:1])=[CH:3][CH:4]=3)[S:13][CH:14]=2)=[CH:22][CH:21]=1. The catalyst class is: 12. (6) Reactant: [OH:1][C:2]([C:5]1[CH:12]=[CH:11][C:8]([C:9]#[N:10])=[CH:7][CH:6]=1)([CH3:4])[CH3:3].[H-].[H-].[H-].[H-].[Li+].[Al+3]. Product: [NH2:10][CH2:9][C:8]1[CH:11]=[CH:12][C:5]([C:2]([OH:1])([CH3:3])[CH3:4])=[CH:6][CH:7]=1. The catalyst class is: 1. (7) Reactant: [NH2:1][N:2]1[C:6]([CH2:7][CH3:8])=[CH:5][CH:4]=[C:3]1[C:9]([C:11]1[CH:12]=[C:13]([CH:16]=[CH:17][CH:18]=1)[C:14]#[N:15])=O.[CH3:19][C:20](=O)[CH2:21][C:22](=[O:24])[CH3:23].O.C1(C)C=CC(S(O)(=O)=O)=CC=1. The catalyst class is: 11. Product: [C:22]([C:21]1[C:20]([CH3:19])=[N:1][N:2]2[C:6]([CH2:7][CH3:8])=[CH:5][CH:4]=[C:3]2[C:9]=1[C:11]1[CH:12]=[C:13]([CH:16]=[CH:17][CH:18]=1)[C:14]#[N:15])(=[O:24])[CH3:23]. (8) Reactant: CN(C)[CH:3]=[C:4]([C:10]1[CH:15]=[CH:14][N:13]=[CH:12][CH:11]=1)[C:5](OCC)=[O:6].[CH2:17]([NH:24][C:25](=[O:34])[C:26]1[CH:31]=[CH:30][C:29]([NH:32][NH2:33])=[N:28][CH:27]=1)[C:18]1[CH:23]=[CH:22][CH:21]=[CH:20][CH:19]=1.CCN(C(C)C)C(C)C. Product: [CH2:17]([NH:24][C:25](=[O:34])[C:26]1[CH:31]=[CH:30][C:29]([N:32]2[C:5]([OH:6])=[C:4]([C:10]3[CH:15]=[CH:14][N:13]=[CH:12][CH:11]=3)[CH:3]=[N:33]2)=[N:28][CH:27]=1)[C:18]1[CH:19]=[CH:20][CH:21]=[CH:22][CH:23]=1. The catalyst class is: 41.